This data is from Full USPTO retrosynthesis dataset with 1.9M reactions from patents (1976-2016). The task is: Predict the reactants needed to synthesize the given product. (1) Given the product [CH3:1][O:2][C:3]([C@@H:5]1[CH2:14][C:13]2[C:8](=[CH:9][C:10]([O:15][CH2:39][CH2:38][C@H:37]([CH:34]3[CH2:35][CH2:36][N:31]([C:29]4[O:28][N:27]=[C:26]([CH:23]([CH3:24])[CH3:25])[N:30]=4)[CH2:32][CH2:33]3)[CH3:41])=[CH:11][CH:12]=2)[CH2:7][N:6]1[C:16]([O:18][C:19]([CH3:22])([CH3:21])[CH3:20])=[O:17])=[O:4], predict the reactants needed to synthesize it. The reactants are: [CH3:1][O:2][C:3]([C@@H:5]1[CH2:14][C:13]2[C:8](=[CH:9][C:10]([OH:15])=[CH:11][CH:12]=2)[CH2:7][N:6]1[C:16]([O:18][C:19]([CH3:22])([CH3:21])[CH3:20])=[O:17])=[O:4].[CH:23]([C:26]1[N:30]=[C:29]([N:31]2[CH2:36][CH2:35][CH:34]([C@H:37]([CH3:41])[CH2:38][CH2:39]O)[CH2:33][CH2:32]2)[O:28][N:27]=1)([CH3:25])[CH3:24]. (2) Given the product [NH:34]1[C:35]2[C:31](=[C:30]([C:2]3[N:3]=[C:4]([N:16]4[CH2:21][CH2:20][O:19][CH2:18][CH2:17]4)[C:5]4[S:10][C:9](/[CH:11]=[CH:12]/[CH2:13][O:14][CH3:15])=[CH:8][C:6]=4[N:7]=3)[CH:38]=[CH:37][CH:36]=2)[CH:32]=[N:33]1, predict the reactants needed to synthesize it. The reactants are: Cl[C:2]1[N:3]=[C:4]([N:16]2[CH2:21][CH2:20][O:19][CH2:18][CH2:17]2)[C:5]2[S:10][C:9](/[CH:11]=[CH:12]/[CH2:13][O:14][CH3:15])=[CH:8][C:6]=2[N:7]=1.CC1(C)C(C)(C)OB([C:30]2[CH:38]=[CH:37][CH:36]=[C:35]3[C:31]=2[CH:32]=[N:33][NH:34]3)O1. (3) The reactants are: C(O[C:4]([C:6]1[N:7]=[CH:8][C:9]2[C:14]([C:15]=1[OH:16])=[CH:13][CH:12]=[C:11]([NH:17][C:18]([NH:20][C:21]1[CH:26]=[CH:25][C:24]([F:27])=[CH:23][CH:22]=1)=[O:19])[CH:10]=2)=[O:5])C.[NH2:28][CH2:29][CH2:30][C:31]([OH:33])=[O:32]. Given the product [F:27][C:24]1[CH:23]=[CH:22][C:21]([NH:20][C:18](=[O:19])[NH:17][C:11]2[CH:10]=[C:9]3[C:14]([C:15]([OH:16])=[C:6]([C:4]([NH:28][CH2:29][CH2:30][C:31]([OH:33])=[O:32])=[O:5])[N:7]=[CH:8]3)=[CH:13][CH:12]=2)=[CH:26][CH:25]=1, predict the reactants needed to synthesize it. (4) Given the product [Cl:1][C:2]1[C:10]2[N:9]=[C:8]3[N:11]([C:12]4[CH:17]=[C:16]([Cl:18])[CH:15]=[C:14]([Cl:19])[CH:13]=4)[CH2:23][CH2:22][CH2:21][CH2:20][N:7]3[C:6]=2[C:5]([CH:25]([CH2:28][CH3:29])[CH2:26][CH3:27])=[CH:4][CH:3]=1, predict the reactants needed to synthesize it. The reactants are: [Cl:1][C:2]1[C:10]2[N:9]=[C:8]([NH:11][C:12]3[CH:17]=[C:16]([Cl:18])[CH:15]=[C:14]([Cl:19])[CH:13]=3)[N:7]([CH2:20][CH2:21][CH2:22][CH2:23]O)[C:6]=2[C:5]([CH:25]([CH2:28][CH3:29])[CH2:26][CH3:27])=[CH:4][CH:3]=1.CS(Cl)(=O)=O.C(=O)(O)[O-].[Na+].C(=O)([O-])[O-].[K+].[K+]. (5) Given the product [N:1]1([C:7]2[C:15]3[O:14][CH2:13][C@@H:12]([NH:16][C:17]4[CH:30]=[CH:29][C:20]5[C@H:21]([CH2:24][C:25]([OH:27])=[O:26])[CH2:22][O:23][C:19]=5[CH:18]=4)[C:11]=3[CH:10]=[CH:9][CH:8]=2)[CH2:6][CH2:5][CH2:4][CH2:3][CH2:2]1, predict the reactants needed to synthesize it. The reactants are: [N:1]1([C:7]2[C:15]3[O:14][CH2:13][C@@H:12]([N:16](C(=O)C(F)(F)F)[C:17]4[CH:30]=[CH:29][C:20]5[C@H:21]([CH2:24][C:25]([O:27]C)=[O:26])[CH2:22][O:23][C:19]=5[CH:18]=4)[C:11]=3[CH:10]=[CH:9][CH:8]=2)[CH2:6][CH2:5][CH2:4][CH2:3][CH2:2]1.[OH-].[Na+].Cl. (6) The reactants are: [CH:1]1[C:6]2[C:7](=[O:16])[NH:8][C:9]3[CH:15]=[CH:14][CH:13]=[CH:12][C:10]=3[S:11][C:5]=2[CH:4]=[CH:3][CH:2]=1.[H-].[Na+].Br[CH2:20][CH2:21][CH2:22][CH2:23][CH2:24][CH2:25][C:26]([O:28][CH2:29][CH3:30])=[O:27]. Given the product [O:16]=[C:7]1[C:6]2[CH:1]=[CH:2][CH:3]=[CH:4][C:5]=2[S:11][C:10]2[CH:12]=[CH:13][CH:14]=[CH:15][C:9]=2[N:8]1[CH2:20][CH2:21][CH2:22][CH2:23][CH2:24][CH2:25][C:26]([O:28][CH2:29][CH3:30])=[O:27], predict the reactants needed to synthesize it.